This data is from Full USPTO retrosynthesis dataset with 1.9M reactions from patents (1976-2016). The task is: Predict the reactants needed to synthesize the given product. (1) Given the product [C:6]([C@@H:4]([C@H:2]([C:1]([OH:10])=[O:9])[OH:3])[OH:5])([OH:8])=[O:7].[F:30][C:27]1[CH:28]=[CH:29][C:24]([CH:22]([N:15]([CH2:14][CH:11]2[CH2:13][CH2:12]2)[CH:16]2[CH2:21][CH2:20][NH:19][CH2:18][CH2:17]2)[CH3:23])=[C:25]([C:31]([F:34])([F:32])[F:33])[CH:26]=1, predict the reactants needed to synthesize it. The reactants are: [C:1]([OH:10])(=[O:9])[C@@H:2]([C@H:4]([C:6]([OH:8])=[O:7])[OH:5])[OH:3].[CH:11]1([CH2:14][N:15]([CH:22]([C:24]2[CH:29]=[CH:28][C:27]([F:30])=[CH:26][C:25]=2[C:31]([F:34])([F:33])[F:32])[CH3:23])[CH:16]2[CH2:21][CH2:20][NH:19][CH2:18][CH2:17]2)[CH2:13][CH2:12]1. (2) The reactants are: C[O:2][C:3]1[CH:4]=[C:5]2[C:9](=[CH:10][CH:11]=1)[NH:8][C:7]([CH3:12])=[CH:6]2.B(Br)(Br)Br.O.C(=O)(O)[O-].[Na+]. Given the product [CH3:12][C:7]1[NH:8][C:9]2[C:5]([CH:6]=1)=[CH:4][C:3]([OH:2])=[CH:11][CH:10]=2, predict the reactants needed to synthesize it. (3) Given the product [C:17]1([N:8]2[C:9]3=[CH:14][CH:13]=[CH:12][CH2:11][N:10]3[CH:15]=[C:7]2[C:2]2[N:3]=[CH:4][CH:5]=[CH:6][N:1]=2)[CH:22]=[CH:21][CH:20]=[CH:19][CH:18]=1, predict the reactants needed to synthesize it. The reactants are: [N:1]1[CH:6]=[CH:5][CH:4]=[N:3][C:2]=1[C:7]1[NH:8][C:9]2[N:10]([CH:15]=1)[CH2:11][CH:12]=[CH:13][CH:14]=2.Br[C:17]1[CH:22]=[CH:21][CH:20]=[CH:19][CH:18]=1.CC([O-])(C)C.[Na+].P(C(C)(C)C)(C(C)(C)C)C(C)(C)C. (4) Given the product [CH3:31][C:13]1[C:12]2[N-:16][C:15](=[CH:17][C:18]3[C:19]([CH3:28])=[C:20]([CH:26]=[CH2:27])[C:21](=[CH:23][C:24]4[N-:25][C:4]([CH:5]=[C:6]5[N:10]=[C:9]([CH:11]=2)[C:8]([CH3:32])=[C:7]5[CH2:33][CH2:34][C:35]([OH:37])=[O:36])=[C:3]([CH2:38][CH2:39][C:40]([O-:42])=[O:41])[C:2]=4[CH3:1])[N:22]=3)[C:14]=1[CH:29]=[CH2:30].[CH3:31][C:13]1[C:12]2[N-:16][C:15](=[CH:17][C:18]3[C:19]([CH3:28])=[C:20]([CH:26]=[CH2:27])[C:21](=[CH:23][C:24]4[N-:25][C:4]([CH:5]=[C:6]5[N:10]=[C:9]([CH:11]=2)[C:8]([CH3:32])=[C:7]5[CH2:33][CH2:34][C:35]([O-:37])=[O:36])=[C:3]([CH2:38][CH2:39][C:40]([OH:42])=[O:41])[C:2]=4[CH3:1])[N:22]=3)[C:14]=1[CH:29]=[CH2:30].[Fe:44].[Fe:44], predict the reactants needed to synthesize it. The reactants are: [CH3:1][C:2]1[C:24]2[N-:25][C:4](=[CH:5][C:6]3[N-:10][C:9]([CH:11]=[C:12]4[N:16]=[C:15]([CH:17]=[C:18]5[N:22]=[C:21]([CH:23]=2)[C:20]([CH:26]=[CH2:27])=[C:19]5[CH3:28])[C:14]([CH:29]=[CH2:30])=[C:13]4[CH3:31])=[C:8]([CH3:32])[C:7]=3[CH2:33][CH2:34][C:35]([OH:37])=[O:36])[C:3]=1[CH2:38][CH2:39][C:40]([OH:42])=[O:41].[Cl-].[Fe+3:44].Cl.CCCCCCCCCCCCOS([O-])(=O)=O.[Na+].C(=O)(O)[O-].[Na+]. (5) Given the product [F:13][C:10]1[CH:11]=[CH:12][C:7]([CH:27]([C:18]2[C:17]([N+:14]([O-:16])=[O:15])=[C:26]3[C:21]([CH:22]=[CH:23][CH:24]=[N:25]3)=[CH:20][CH:19]=2)[OH:28])=[N:8][CH:9]=1, predict the reactants needed to synthesize it. The reactants are: [Li]CCCC.Br[C:7]1[CH:12]=[CH:11][C:10]([F:13])=[CH:9][N:8]=1.[N+:14]([C:17]1[C:18]([CH:27]=[O:28])=[CH:19][CH:20]=[C:21]2[C:26]=1[N:25]=[CH:24][CH:23]=[CH:22]2)([O-:16])=[O:15].[NH4+].[Cl-]. (6) Given the product [OH:42][CH2:41][C@H:37]([NH:36][CH3:35])[C:38]([NH:26][CH:23]1[CH2:24][CH2:25][N:20]([C:17]2[S:18][CH:19]=[C:15]([C:7]3[CH:6]=[CH:5][C:4]4[C:3]([CH3:27])([CH3:2])[CH2:12][CH2:11][C:10]([CH3:13])([CH3:14])[C:9]=4[CH:8]=3)[N:16]=2)[CH2:21][CH2:22]1)=[O:39], predict the reactants needed to synthesize it. The reactants are: Cl.[CH3:2][C:3]1([CH3:27])[CH2:12][CH2:11][C:10]([CH3:14])([CH3:13])[C:9]2[CH:8]=[C:7]([C:15]3[N:16]=[C:17]([N:20]4[CH2:25][CH2:24][CH:23]([NH2:26])[CH2:22][CH2:21]4)[S:18][CH:19]=3)[CH:6]=[CH:5][C:4]1=2.C(OC([CH2:35][NH:36][C@@H:37]([CH2:41][OH:42])[C:38](O)=[O:39])=O)(C)(C)C. (7) Given the product [CH:26]1([C:36]([O:6][CH2:5][CH2:4][CH:3]([F:7])[C:2]([F:1])([F:12])[S:8]([O-:11])(=[O:10])=[O:9])=[O:37])[CH2:27][CH2:28][CH2:29][CH2:30][CH2:31]1.[C:61]([C:58]1[CH:59]=[CH:60][C:55]([I+:54][C:51]2[CH:50]=[CH:49][C:48]([C:44]([CH3:47])([CH3:46])[CH3:45])=[CH:53][CH:52]=2)=[CH:56][CH:57]=1)([CH3:64])([CH3:63])[CH3:62], predict the reactants needed to synthesize it. The reactants are: [F:1][C:2]([F:12])([S:8]([O-:11])(=[O:10])=[O:9])[CH:3]([F:7])[CH2:4][CH2:5][OH:6].C1([S+]([C:26]2[CH:31]=[CH:30][CH:29]=[CH:28][CH:27]=2)C2C=CC=CC=2)C=CC=CC=1.FC(F)(S([O-])(=O)=O)C(F)C[CH2:36][OH:37].[C:44]([C:48]1[CH:53]=[CH:52][C:51]([I+:54][C:55]2[CH:60]=[CH:59][C:58]([C:61]([CH3:64])([CH3:63])[CH3:62])=[CH:57][CH:56]=2)=[CH:50][CH:49]=1)([CH3:47])([CH3:46])[CH3:45]. (8) Given the product [CH3:9][C:10]12[C:22]3[C:14](=[CH:15][CH:16]=[C:17]([C:5](=[O:7])[CH3:6])[C:18]=3[CH2:19][CH2:20][CH2:21]1)[CH2:13][CH2:12][CH2:11]2, predict the reactants needed to synthesize it. The reactants are: [Cl-].[Al+3].[Cl-].[Cl-].[C:5](Cl)(=[O:7])[CH3:6].[CH3:9][C:10]12[C:22]3[C:18]([CH2:19][CH2:20][CH2:21]1)=[CH:17][CH:16]=[CH:15][C:14]=3[CH2:13][CH2:12][CH2:11]2.